From a dataset of Reaction yield outcomes from USPTO patents with 853,638 reactions. Predict the reaction yield, written as a fraction of the theoretical maximum amount of product (1.0 means a 100% yield; for example, 0.34 means a 34% yield). (1) The reactants are [N+:1]([C:4]1[CH:9]=[CH:8][CH:7]=[CH:6][C:5]=1[N:10]1[CH2:15][CH2:14][CH:13]([C:16]([N:18]2[C:24]3[CH:25]=[CH:26][CH:27]=[CH:28][C:23]=3[CH2:22][N:21]3[CH:29]=[CH:30][CH:31]=[C:20]3[CH2:19]2)=[O:17])[CH2:12][CH2:11]1)([O-])=O.CN(C=O)C. The catalyst is C(O)C.[Pd]. The product is [NH2:1][C:4]1[CH:9]=[CH:8][CH:7]=[CH:6][C:5]=1[N:10]1[CH2:15][CH2:14][CH:13]([C:16]([N:18]2[C:24]3[CH:25]=[CH:26][CH:27]=[CH:28][C:23]=3[CH2:22][N:21]3[CH:29]=[CH:30][CH:31]=[C:20]3[CH2:19]2)=[O:17])[CH2:12][CH2:11]1. The yield is 0.880. (2) The reactants are [C:1]([O:5][C:6]([NH:8][CH2:9][CH2:10][O:11][C:12]1[CH:21]=[CH:20][C:15]([C:16]([O:18][CH3:19])=[O:17])=[C:14]([OH:22])[CH:13]=1)=[O:7])([CH3:4])([CH3:3])[CH3:2].[CH2:23](Cl)[C:24]1[CH:29]=[CH:28][CH:27]=[CH:26][CH:25]=1.C(=O)([O-])[O-].[K+].[K+].O. The catalyst is C1COCC1.C(OCC)(=O)C. The product is [CH2:23]([O:22][C:14]1[CH:13]=[C:12]([O:11][CH2:10][CH2:9][NH:8][C:6]([O:5][C:1]([CH3:4])([CH3:2])[CH3:3])=[O:7])[CH:21]=[CH:20][C:15]=1[C:16]([O:18][CH3:19])=[O:17])[C:24]1[CH:29]=[CH:28][CH:27]=[CH:26][CH:25]=1. The yield is 0.640. (3) The reactants are [Cl:1][C:2]1[CH:3]=[C:4]([C:18]([OH:20])=O)[C:5]2[C:10]([I:11])=[N:9][N:8]([CH:12]3[CH2:17][CH2:16][CH2:15][CH2:14][O:13]3)[C:6]=2[N:7]=1.[C:21]([N:28]1[CH2:33][CH2:32][NH:31][CH2:30][CH2:29]1)([O:23][C:24]([CH3:27])([CH3:26])[CH3:25])=[O:22].ON1C2C=CC=CC=2N=N1.Cl.CN(C)CCCN=C=NCC. The catalyst is O1CCCC1.CN(C)C(=O)C. The product is [C:24]([O:23][C:21]([N:28]1[CH2:33][CH2:32][N:31]([C:18]([C:4]2[C:5]3[C:10]([I:11])=[N:9][N:8]([CH:12]4[CH2:17][CH2:16][CH2:15][CH2:14][O:13]4)[C:6]=3[N:7]=[C:2]([Cl:1])[CH:3]=2)=[O:20])[CH2:30][CH2:29]1)=[O:22])([CH3:27])([CH3:25])[CH3:26]. The yield is 1.00. (4) The reactants are [CH2:1]([N:8]([CH2:16][CH3:17])[C:9]1[N:10]=[N:11][C:12](I)=[CH:13][CH:14]=1)[C:2]1[CH:7]=[CH:6][CH:5]=[CH:4][CH:3]=1.Cl[CH2:19][CH2:20][CH2:21][S:22]([NH:25][C:26]1[CH:27]=[C:28](B(O)O)[CH:29]=[CH:30][CH:31]=1)(=[O:24])=[O:23].C(=O)([O-])[O-].[K+].[K+]. The catalyst is C1(C)C=CC=CC=1.C(O)C.O.C1C=CC([P]([Pd]([P](C2C=CC=CC=2)(C2C=CC=CC=2)C2C=CC=CC=2)([P](C2C=CC=CC=2)(C2C=CC=CC=2)C2C=CC=CC=2)[P](C2C=CC=CC=2)(C2C=CC=CC=2)C2C=CC=CC=2)(C2C=CC=CC=2)C2C=CC=CC=2)=CC=1. The product is [CH2:1]([N:8]([C:9]1[N:10]=[N:11][C:12]([C:30]2[CH:29]=[CH:28][CH:27]=[C:26]([N:25]3[CH2:19][CH2:20][CH2:21][S:22]3(=[O:24])=[O:23])[CH:31]=2)=[CH:13][CH:14]=1)[CH2:16][CH3:17])[C:2]1[CH:7]=[CH:6][CH:5]=[CH:4][CH:3]=1. The yield is 0.110. (5) The reactants are [C:1]([O:5][C:6](=[O:18])[NH:7][CH2:8][C:9]([C:11]1[CH:16]=[CH:15][CH:14]=[C:13]([F:17])[CH:12]=1)=O)([CH3:4])([CH3:3])[CH3:2].C([O-])(=O)C.[NH4+].C([BH3-])#[N:25].[Na+]. The catalyst is CO. The product is [C:1]([O:5][C:6](=[O:18])[NH:7][CH2:8][CH:9]([NH2:25])[C:11]1[CH:16]=[CH:15][CH:14]=[C:13]([F:17])[CH:12]=1)([CH3:4])([CH3:3])[CH3:2]. The yield is 0.940. (6) The reactants are ClC(Cl)(Cl)C([C:5]1[NH:6][CH:7]=[C:8]([Cl:10])[CH:9]=1)=O.[CH3:13][O-:14].[Na+].[CH3:16][OH:17]. The catalyst is C(Cl)Cl. The product is [Cl:10][C:8]1[CH:9]=[C:5]([C:13]([O:17][CH3:16])=[O:14])[NH:6][CH:7]=1. The yield is 0.940. (7) The reactants are [CH3:1][O:2][C:3]1[C:29]([O:30][CH3:31])=[CH:28][CH:27]=[C:26]2[C:4]=1[CH2:5][C:6]1[C:7]3[CH:8]2[CH2:9][N:10](S(C2C=CC(C)=CC=2)(=O)=O)[CH2:11][C:12]=3[CH:13]=[CH:14][CH:15]=1.CO.P([O-])([O-])(O)=O.[Na+].[Na+]. The catalyst is O. The product is [CH3:1][O:2][C:3]1[C:29]([O:30][CH3:31])=[CH:28][CH:27]=[C:26]2[C:4]=1[CH2:5][C:6]1[C:7]3[CH:8]2[CH2:9][NH:10][CH2:11][C:12]=3[CH:13]=[CH:14][CH:15]=1. The yield is 0.500. (8) The reactants are [CH:1]([N-]C(C)C)(C)C.[Li+].[Si:9]([O:16][C:17]1[CH:22]=[CH:21][C:20]([C@H:23]2[CH2:28][CH2:27][C@H:26]([CH:29]([CH3:34])[C:30]([O:32][CH3:33])=[O:31])[CH2:25][CH2:24]2)=[CH:19][CH:18]=1)([C:12]([CH3:15])([CH3:14])[CH3:13])([CH3:11])[CH3:10].CI.[Cl-].[NH4+]. The catalyst is C1COCC1.C(OCC)(=O)C. The product is [Si:9]([O:16][C:17]1[CH:18]=[CH:19][C:20]([C@H:23]2[CH2:24][CH2:25][C@H:26]([C:29]([CH3:1])([CH3:34])[C:30]([O:32][CH3:33])=[O:31])[CH2:27][CH2:28]2)=[CH:21][CH:22]=1)([C:12]([CH3:15])([CH3:14])[CH3:13])([CH3:10])[CH3:11]. The yield is 0.870. (9) The product is [CH3:25][O:24][C:21]1[CH:20]=[CH:19][C:18]([C:16]2[CH:15]=[CH:14][N:13]=[C:12]([S:11][CH2:10][C:7]3[CH:8]=[CH:9][C:4]([C:3]([OH:26])=[O:2])=[CH:5][CH:6]=3)[N:17]=2)=[CH:23][CH:22]=1. The catalyst is C1COCC1.CO.O. The reactants are C[O:2][C:3](=[O:26])[C:4]1[CH:9]=[CH:8][C:7]([CH2:10][S:11][C:12]2[N:17]=[C:16]([C:18]3[CH:23]=[CH:22][C:21]([O:24][CH3:25])=[CH:20][CH:19]=3)[CH:15]=[CH:14][N:13]=2)=[CH:6][CH:5]=1.O[Li].O.Cl. The yield is 0.990. (10) The reactants are [CH:1]1([NH:4][C:5]([C:7]2[N:8]=[N:9][N:10]([C:14]3[CH:19]=[CH:18][C:17]([C:20]([NH:22][CH2:23][CH3:24])=[O:21])=[CH:16][CH:15]=3)[C:11]=2[CH2:12][OH:13])=[O:6])[CH2:3][CH2:2]1.[S:25](Cl)([CH3:28])(=[O:27])=[O:26].C(N(CC)CC)C. The product is [CH3:28][S:25]([O:13][CH2:12][C:11]1[N:10]([C:14]2[CH:19]=[CH:18][C:17]([C:20]([NH:22][CH2:23][CH3:24])=[O:21])=[CH:16][CH:15]=2)[N:9]=[N:8][C:7]=1[C:5]([NH:4][CH:1]1[CH2:2][CH2:3]1)=[O:6])(=[O:27])=[O:26]. The catalyst is C1COCC1.C(OCC)(=O)C. The yield is 0.946.